Task: Predict the product of the given reaction.. Dataset: Forward reaction prediction with 1.9M reactions from USPTO patents (1976-2016) (1) Given the reactants B.CSC.[CH:5]1([CH2:11][CH2:12][CH2:13][S:14][C:15]2[CH:16]=[C:17]([CH:21]([OH:25])[CH2:22][C:23]#[N:24])[CH:18]=[CH:19][CH:20]=2)[CH2:10][CH2:9][CH2:8][CH2:7][CH2:6]1, predict the reaction product. The product is: [NH2:24][CH2:23][CH2:22][CH:21]([C:17]1[CH:18]=[CH:19][CH:20]=[C:15]([S:14][CH2:13][CH2:12][CH2:11][CH:5]2[CH2:10][CH2:9][CH2:8][CH2:7][CH2:6]2)[CH:16]=1)[OH:25]. (2) Given the reactants [CH2:1]([N:8]1[CH2:13][CH2:12][CH:11]([C:14]([OH:16])=[O:15])[CH:10]([C:17]2[CH:22]=[CH:21][C:20]([Cl:23])=[CH:19][CH:18]=2)[CH2:9]1)[C:2]1[CH:7]=[CH:6][CH:5]=[CH:4][CH:3]=1.Cl.[CH3:25]O, predict the reaction product. The product is: [CH3:25][O:15][C:14]([CH:11]1[CH2:12][CH2:13][N:8]([CH2:1][C:2]2[CH:3]=[CH:4][CH:5]=[CH:6][CH:7]=2)[CH2:9][CH:10]1[C:17]1[CH:18]=[CH:19][C:20]([Cl:23])=[CH:21][CH:22]=1)=[O:16].